This data is from Forward reaction prediction with 1.9M reactions from USPTO patents (1976-2016). The task is: Predict the product of the given reaction. (1) Given the reactants [C:1]([C:3]1[CH:26]=[CH:25][C:6]([CH2:7][NH:8][C:9]([C:11]2[N:16]=[CH:15][N:14]=[C:13]([NH:17]C(=O)OC(C)(C)C)[CH:12]=2)=[O:10])=[CH:5][CH:4]=1)#[N:2].[ClH:27], predict the reaction product. The product is: [ClH:27].[C:1]([C:3]1[CH:4]=[CH:5][C:6]([CH2:7][NH:8][C:9]([C:11]2[CH:12]=[C:13]([NH2:17])[N:14]=[CH:15][N:16]=2)=[O:10])=[CH:25][CH:26]=1)#[N:2]. (2) Given the reactants [NH2:1][C:2]1[CH:3]=[CH:4][CH:5]=[C:6]2[C:11]=1[CH:10]=[C:9]([OH:12])[CH:8]=[CH:7]2.[C:13]([O:17][C:18]([NH:20][C:21](=[N:24][C:25]([O:27][C:28]([CH3:31])([CH3:30])[CH3:29])=[O:26])SC)=[O:19])([CH3:16])([CH3:15])[CH3:14].C(N(CC)CC)C, predict the reaction product. The product is: [C:28]([O:27][C:25]([N:24]=[C:21]([NH:20][C:18]([O:17][C:13]([CH3:16])([CH3:15])[CH3:14])=[O:19])[NH:1][C:2]1[C:11]2[C:6](=[CH:7][CH:8]=[C:9]([OH:12])[CH:10]=2)[CH:5]=[CH:4][CH:3]=1)=[O:26])([CH3:31])([CH3:30])[CH3:29]. (3) Given the reactants C1(P(Cl)(Cl)(Cl)[Cl:8])C=CC=CC=1.[F:12][C:13]([F:40])([C:36]([F:39])([F:38])[F:37])[C:14]([F:35])([F:34])[C:15]([P:18]([C:21]([F:33])([F:32])[C:22]([F:31])([F:30])[C:23]([F:29])([F:28])[C:24]([F:27])([F:26])[F:25])(=O)[OH:19])([F:17])[F:16].Cl, predict the reaction product. The product is: [F:12][C:13]([F:40])([C:36]([F:39])([F:38])[F:37])[C:14]([F:35])([F:34])[C:15]([P:18]([Cl:8])([C:21]([F:33])([F:32])[C:22]([F:31])([F:30])[C:23]([F:29])([F:28])[C:24]([F:27])([F:26])[F:25])=[O:19])([F:17])[F:16]. (4) Given the reactants [H-].[Na+].[Br-].[Li+].[Cl:5][C:6]1[NH:11][C:10](=[O:12])[NH:9][C:8](=[O:13])[CH:7]=1.[Cl:14][C:15]1[CH:22]=[CH:21][C:18]([CH2:19]Br)=[CH:17][CH:16]=1, predict the reaction product. The product is: [Cl:5][C:6]1[N:11]([CH2:19][C:18]2[CH:21]=[CH:22][C:15]([Cl:14])=[CH:16][CH:17]=2)[C:10](=[O:12])[NH:9][C:8](=[O:13])[CH:7]=1. (5) Given the reactants [O-]CC.[Na+].[C:5]([O:13]CC)(=O)[CH2:6][C:7]([O:9]CC)=O.[CH:16]1([C:19]2[NH:23][N:22]=[C:21]([NH2:24])[CH:20]=2)[CH2:18][CH2:17]1, predict the reaction product. The product is: [CH:16]1([C:19]2[CH:20]=[C:21]3[NH:24][C:7](=[O:9])[CH:6]=[C:5]([OH:13])[N:22]3[N:23]=2)[CH2:18][CH2:17]1. (6) The product is: [Cl:13][C:5]1[CH:4]=[CH:3][C:2]([B:14]2[O:18][C:17]([CH3:20])([CH3:19])[C:16]([CH3:22])([CH3:21])[O:15]2)=[C:10]2[C:6]=1[C:7]([NH2:12])=[N:8][N:9]2[CH3:11]. Given the reactants Br[C:2]1[CH:3]=[CH:4][C:5]([Cl:13])=[C:6]2[C:10]=1[N:9]([CH3:11])[N:8]=[C:7]2[NH2:12].[B:14]1([B:14]2[O:18][C:17]([CH3:20])([CH3:19])[C:16]([CH3:22])([CH3:21])[O:15]2)[O:18][C:17]([CH3:20])([CH3:19])[C:16]([CH3:22])([CH3:21])[O:15]1.C([O-])(=O)C.[K+], predict the reaction product.